From a dataset of Peptide-MHC class I binding affinity with 185,985 pairs from IEDB/IMGT. Regression. Given a peptide amino acid sequence and an MHC pseudo amino acid sequence, predict their binding affinity value. This is MHC class I binding data. (1) The peptide sequence is GSNRPWVSF. The MHC is HLA-B58:01 with pseudo-sequence HLA-B58:01. The binding affinity (normalized) is 0.200. (2) The peptide sequence is DAAVVFPPV. The MHC is HLA-A02:12 with pseudo-sequence HLA-A02:12. The binding affinity (normalized) is 0.448. (3) The MHC is HLA-B08:01 with pseudo-sequence HLA-B08:01. The peptide sequence is FRKKRLTIM. The binding affinity (normalized) is 0.788. (4) The peptide sequence is MLNRVQILMK. The MHC is HLA-A11:01 with pseudo-sequence HLA-A11:01. The binding affinity (normalized) is 0.550.